This data is from Cav3 T-type calcium channel HTS with 100,875 compounds. The task is: Binary Classification. Given a drug SMILES string, predict its activity (active/inactive) in a high-throughput screening assay against a specified biological target. (1) The compound is Fc1ccc(N2CCN(CC2)C(=O)c2ccncc2)cc1. The result is 0 (inactive). (2) The molecule is O(CCCNC(=O)C(=O)NCCCOC(C)C)C(C)C. The result is 0 (inactive). (3) The molecule is O(C(=O)C(/NC(=O)C)=C\c1c2c([nH]c1)cccc2)C. The result is 0 (inactive).